Task: Predict the reactants needed to synthesize the given product.. Dataset: Full USPTO retrosynthesis dataset with 1.9M reactions from patents (1976-2016) (1) Given the product [Br-:11].[C:6]([C:5]1[CH:9]=[CH:10][C:2]([CH3:1])=[N+:3]([CH2:12][C:13]([OH:15])=[O:14])[CH:4]=1)(=[O:7])[NH2:8], predict the reactants needed to synthesize it. The reactants are: [CH3:1][C:2]1[CH:10]=[CH:9][C:5]([C:6]([NH2:8])=[O:7])=[CH:4][N:3]=1.[Br:11][CH2:12][C:13]([OH:15])=[O:14]. (2) Given the product [Cl:1][C:2]1[CH:10]=[C:9]2[C:5]([C:6]([N:20]([C:21]3[CH:26]=[CH:25][CH:24]=[C:23]([Cl:27])[CH:22]=3)[CH2:28][C:29]([NH:38][CH:32]3[CH2:37][CH2:36][CH2:35][CH2:34][CH2:33]3)=[O:30])([CH2:12][C:13]3[CH:18]=[CH:17][CH:16]=[C:15]([Cl:19])[CH:14]=3)[C:7](=[O:11])[NH:8]2)=[CH:4][CH:3]=1, predict the reactants needed to synthesize it. The reactants are: [Cl:1][C:2]1[CH:10]=[C:9]2[C:5]([C:6]([N:20]([CH2:28][C:29](O)=[O:30])[C:21]3[CH:26]=[CH:25][CH:24]=[C:23]([Cl:27])[CH:22]=3)([CH2:12][C:13]3[CH:18]=[CH:17][CH:16]=[C:15]([Cl:19])[CH:14]=3)[C:7](=[O:11])[NH:8]2)=[CH:4][CH:3]=1.[CH:32]1([NH2:38])[CH2:37][CH2:36][CH2:35][CH2:34][CH2:33]1.CCN=C=NCCCN(C)C.Cl.C1C=CC2N(O)N=NC=2C=1.CCN(C(C)C)C(C)C.